Predict the reactants needed to synthesize the given product. From a dataset of Full USPTO retrosynthesis dataset with 1.9M reactions from patents (1976-2016). Given the product [Cl:1][C:2]1[C:3]([N:8]2[C:12]([C:13]([O:15][CH3:16])=[O:14])=[CH:11][C:10]([C:17](=[O:19])[NH:26][C:25]3[CH:27]=[CH:28][C:22]([C:21]([F:20])([F:29])[F:30])=[CH:23][CH:24]=3)=[N:9]2)=[N:4][CH:5]=[CH:6][CH:7]=1, predict the reactants needed to synthesize it. The reactants are: [Cl:1][C:2]1[C:3]([N:8]2[C:12]([C:13]([O:15][CH3:16])=[O:14])=[CH:11][C:10]([C:17]([OH:19])=O)=[N:9]2)=[N:4][CH:5]=[CH:6][CH:7]=1.[F:20][C:21]([F:30])([F:29])[C:22]1[CH:28]=[CH:27][C:25]([NH2:26])=[CH:24][CH:23]=1.Cl.